From a dataset of Drug-target binding data from BindingDB using Ki measurements. Regression. Given a target protein amino acid sequence and a drug SMILES string, predict the binding affinity score between them. We predict pKi (pKi = -log10(Ki in M); higher means stronger inhibition). Dataset: bindingdb_ki. (1) The compound is Nc1cc(F)cc(-c2ccc(O)c(C(=O)C3CCc4ccccc43)c2)c1O. The target protein (P45877) has sequence MGPGPRLLLPLVLCVGLGALVFSSGAEGFRKRGPSVTAKVFFDVRIGDKDVGRIVIGLFGKVVPKTVENFVALATGEKGYGYKGSKFHRVIKDFMIQGGDITTGDGTGGVSIYGETFPDENFKLKHYGIGWVSMANAGPDTNGSQFFITLTKPTWLDGKHVVFGKVIDGMTVVHSIELQATDGHDRPLTNCSIINSGKIDVKTPFVVEIADW. The pKi is 4.0. (2) The small molecule is N[C@@H](CSC1(c2cccc3ccccc23)c2ccccc2-c2ccccc21)C(=O)O. The target protein (P52732) has sequence MASQPNSSAKKKEEKGKNIQVVVRCRPFNLAERKASAHSIVECDPVRKEVSVRTGGLADKSSRKTYTFDMVFGASTKQIDVYRSVVCPILDEVIMGYNCTIFAYGQTGTGKTFTMEGERSPNEEYTWEEDPLAGIIPRTLHQIFEKLTDNGTEFSVKVSLLEIYNEELFDLLNPSSDVSERLQMFDDPRNKRGVIIKGLEEITVHNKDEVYQILEKGAAKRTTAATLMNAYSSRSHSVFSVTIHMKETTIDGEELVKIGKLNLVDLAGSENIGRSGAVDKRAREAGNINQSLLTLGRVITALVERTPHVPYRESKLTRILQDSLGGRTRTSIIATISPASLNLEETLSTLEYAHRAKNILNKPEVNQKLTKKALIKEYTEEIERLKRDLAAAREKNGVYISEENFRVMSGKLTVQEEQIVELIEKIGAVEEELNRVTELFMDNKNELDQCKSDLQNKTQELETTQKHLQETKLQLVKEEYITSALESTEEKLHDAASKLL.... The pKi is 6.0.